This data is from NCI-60 drug combinations with 297,098 pairs across 59 cell lines. The task is: Regression. Given two drug SMILES strings and cell line genomic features, predict the synergy score measuring deviation from expected non-interaction effect. (1) Drug 1: CCC1=CC2CC(C3=C(CN(C2)C1)C4=CC=CC=C4N3)(C5=C(C=C6C(=C5)C78CCN9C7C(C=CC9)(C(C(C8N6C)(C(=O)OC)O)OC(=O)C)CC)OC)C(=O)OC.C(C(C(=O)O)O)(C(=O)O)O. Drug 2: C1CNP(=O)(OC1)N(CCCl)CCCl. Cell line: NCI-H460. Synergy scores: CSS=48.9, Synergy_ZIP=-0.507, Synergy_Bliss=-1.84, Synergy_Loewe=-56.1, Synergy_HSA=-1.03. (2) Drug 1: CN(C)C1=NC(=NC(=N1)N(C)C)N(C)C. Drug 2: CCC(=C(C1=CC=CC=C1)C2=CC=C(C=C2)OCCN(C)C)C3=CC=CC=C3.C(C(=O)O)C(CC(=O)O)(C(=O)O)O. Cell line: HS 578T. Synergy scores: CSS=-13.6, Synergy_ZIP=4.01, Synergy_Bliss=-0.554, Synergy_Loewe=-7.28, Synergy_HSA=-7.94. (3) Drug 1: C1=C(C(=O)NC(=O)N1)F. Drug 2: CCC1(CC2CC(C3=C(CCN(C2)C1)C4=CC=CC=C4N3)(C5=C(C=C6C(=C5)C78CCN9C7C(C=CC9)(C(C(C8N6C=O)(C(=O)OC)O)OC(=O)C)CC)OC)C(=O)OC)O.OS(=O)(=O)O. Cell line: T-47D. Synergy scores: CSS=31.4, Synergy_ZIP=-10.2, Synergy_Bliss=-1.72, Synergy_Loewe=-14.6, Synergy_HSA=0.730. (4) Drug 1: C#CCC(CC1=CN=C2C(=N1)C(=NC(=N2)N)N)C3=CC=C(C=C3)C(=O)NC(CCC(=O)O)C(=O)O. Drug 2: C1C(C(OC1N2C=NC3=C2NC=NCC3O)CO)O. Cell line: ACHN. Synergy scores: CSS=-13.5, Synergy_ZIP=5.80, Synergy_Bliss=-0.651, Synergy_Loewe=-9.00, Synergy_HSA=-9.00. (5) Synergy scores: CSS=49.2, Synergy_ZIP=6.13, Synergy_Bliss=8.16, Synergy_Loewe=-25.5, Synergy_HSA=4.14. Cell line: OVCAR-4. Drug 1: CC1=C(C=C(C=C1)NC(=O)C2=CC=C(C=C2)CN3CCN(CC3)C)NC4=NC=CC(=N4)C5=CN=CC=C5. Drug 2: CC1=C2C(C(=O)C3(C(CC4C(C3C(C(C2(C)C)(CC1OC(=O)C(C(C5=CC=CC=C5)NC(=O)C6=CC=CC=C6)O)O)OC(=O)C7=CC=CC=C7)(CO4)OC(=O)C)O)C)OC(=O)C. (6) Drug 1: C1=CC(=CC=C1CCC2=CNC3=C2C(=O)NC(=N3)N)C(=O)NC(CCC(=O)O)C(=O)O. Drug 2: CC1C(C(CC(O1)OC2CC(CC3=C2C(=C4C(=C3O)C(=O)C5=C(C4=O)C(=CC=C5)OC)O)(C(=O)C)O)N)O.Cl. Cell line: OVCAR-4. Synergy scores: CSS=20.2, Synergy_ZIP=-10.7, Synergy_Bliss=-16.3, Synergy_Loewe=-21.8, Synergy_HSA=-14.6. (7) Drug 1: CC(CN1CC(=O)NC(=O)C1)N2CC(=O)NC(=O)C2. Drug 2: CC1=C(N=C(N=C1N)C(CC(=O)N)NCC(C(=O)N)N)C(=O)NC(C(C2=CN=CN2)OC3C(C(C(C(O3)CO)O)O)OC4C(C(C(C(O4)CO)O)OC(=O)N)O)C(=O)NC(C)C(C(C)C(=O)NC(C(C)O)C(=O)NCCC5=NC(=CS5)C6=NC(=CS6)C(=O)NCCC[S+](C)C)O. Synergy scores: CSS=29.2, Synergy_ZIP=-4.73, Synergy_Bliss=-0.0677, Synergy_Loewe=2.02, Synergy_HSA=4.34. Cell line: HOP-62. (8) Drug 1: CS(=O)(=O)C1=CC(=C(C=C1)C(=O)NC2=CC(=C(C=C2)Cl)C3=CC=CC=N3)Cl. Drug 2: CC(C)CN1C=NC2=C1C3=CC=CC=C3N=C2N. Cell line: OVCAR-5. Synergy scores: CSS=7.02, Synergy_ZIP=-2.65, Synergy_Bliss=0.746, Synergy_Loewe=0.0148, Synergy_HSA=-0.515.